Predict the reactants needed to synthesize the given product. From a dataset of Full USPTO retrosynthesis dataset with 1.9M reactions from patents (1976-2016). (1) The reactants are: [C:1]([CH:5]1[CH2:10][CH2:9][CH:8]([O:11][C:12]2[CH:13]=[C:14]3[C:19](=[CH:20][CH:21]=2)[N:18]=[C:17]([C:22]([NH:25]S(C(C)(C)C)=O)([CH3:24])[CH3:23])[CH:16]=[CH:15]3)[CH2:7][CH2:6]1)([CH3:4])([CH3:3])[CH3:2].CO.Cl.O1CCOCC1. Given the product [C:1]([C@H:5]1[CH2:10][CH2:9][C@H:8]([O:11][C:12]2[CH:13]=[C:14]3[C:19](=[CH:20][CH:21]=2)[N:18]=[C:17]([C:22]([NH2:25])([CH3:24])[CH3:23])[CH:16]=[CH:15]3)[CH2:7][CH2:6]1)([CH3:4])([CH3:2])[CH3:3], predict the reactants needed to synthesize it. (2) Given the product [NH2:44][C:45]1[N:49]([C:50]2[CH:51]=[CH:52][C:53]([F:56])=[CH:54][CH:55]=2)[N:48]=[CH:47][C:46]=1[C:57]([NH:59][CH2:60][C:61]([OH:66])([C:62]([F:65])([F:64])[F:63])[CH2:67][N:68]([CH2:69][CH3:70])[C:32]([C:27]1[C:26]([Cl:25])=[CH:31][CH:30]=[CH:29][N:28]=1)=[O:34])=[O:58], predict the reactants needed to synthesize it. The reactants are: F[P-](F)(F)(F)(F)F.N1(OC(N(C)C)=[N+](C)C)C2N=CC=CC=2N=N1.[Cl:25][C:26]1[C:27]([C:32]([OH:34])=O)=[N:28][CH:29]=[CH:30][CH:31]=1.C(N(C(C)C)CC)(C)C.[NH2:44][C:45]1[N:49]([C:50]2[CH:55]=[CH:54][C:53]([F:56])=[CH:52][CH:51]=2)[N:48]=[CH:47][C:46]=1[C:57]([NH:59][CH2:60][C:61]([CH2:67][NH:68][CH2:69][CH3:70])([OH:66])[C:62]([F:65])([F:64])[F:63])=[O:58]. (3) Given the product [Cl:74][C:71]1[CH:72]=[C:73]2[C:68](=[CH:69][CH:70]=1)[NH:67][CH:66]=[C:65]2[CH2:64][N:49]1[C:48]([C:44]2[N:45]([CH3:47])[CH:46]=[C:42](/[C:39](=[N:78]/[O:77][CH3:76])/[CH3:40])[CH:43]=2)=[C:56]2[C:51]([N:52]([CH2:60][CH:61]([CH3:62])[CH3:63])[C:53](=[O:59])[N:54]([CH3:58])[C:55]2=[O:57])=[N:50]1, predict the reactants needed to synthesize it. The reactants are: N(C1N(CC(C)C)C(=O)N(C)C(=O)C=1)N.ClC1C=C2C(=CC=1)NC=C2C=O.C(C1C=C(C=O)N(C)C=1)(=O)C.[C:39]([C:42]1[CH:43]=[C:44]([C:48]2[N:49]([CH2:64][C:65]3[C:73]4[C:68](=[CH:69][CH:70]=[C:71]([Cl:74])[CH:72]=4)[NH:67][CH:66]=3)[N:50]=[C:51]3[C:56]=2[C:55](=[O:57])[N:54]([CH3:58])[C:53](=[O:59])[N:52]3[CH2:60][CH:61]([CH3:63])[CH3:62])[N:45]([CH3:47])[CH:46]=1)(=O)[CH3:40].Cl.[CH3:76][O:77][NH2:78]. (4) The reactants are: C([O:3][C:4]([C:6]1[N:7]([CH3:20])[N:8]=[C:9]([C:12]2[C:17]([F:18])=[CH:16][C:15]([Cl:19])=[CH:14][N:13]=2)[C:10]=1[CH3:11])=[O:5])C.[OH-].[Na+].Cl. Given the product [Cl:19][C:15]1[CH:16]=[C:17]([F:18])[C:12]([C:9]2[C:10]([CH3:11])=[C:6]([C:4]([OH:5])=[O:3])[N:7]([CH3:20])[N:8]=2)=[N:13][CH:14]=1, predict the reactants needed to synthesize it. (5) The reactants are: [C:1]([C:4]1[C:12]2[N:11]=[C:10]([C:13]3[CH:18]=[CH:17][C:16]([CH:19]4[CH2:23][CH2:22][CH2:21][N:20]4C(OC(C)(C)C)=O)=[CH:15][C:14]=3[F:31])[NH:9][C:8]=2[CH:7]=[C:6]([F:32])[CH:5]=1)(=[O:3])[NH2:2]. Given the product [F:32][C:6]1[CH:5]=[C:4]([C:1]([NH2:2])=[O:3])[C:12]2[N:11]=[C:10]([C:13]3[CH:18]=[CH:17][C:16]([CH:19]4[CH2:23][CH2:22][CH2:21][NH:20]4)=[CH:15][C:14]=3[F:31])[NH:9][C:8]=2[CH:7]=1, predict the reactants needed to synthesize it. (6) Given the product [CH:11]1([N:8]2[C:9]3[CH:10]=[C:2]([C:25]4[CH:24]=[CH:23][CH:22]=[C:21]([OH:20])[CH:26]=4)[CH:3]=[C:4]([C:16]([O:18][CH3:19])=[O:17])[C:5]=3[CH:6]=[N:7]2)[CH2:15][CH2:14][CH2:13][CH2:12]1, predict the reactants needed to synthesize it. The reactants are: Br[C:2]1[CH:3]=[C:4]([C:16]([O:18][CH3:19])=[O:17])[C:5]2[CH:6]=[N:7][N:8]([CH:11]3[CH2:15][CH2:14][CH2:13][CH2:12]3)[C:9]=2[CH:10]=1.[OH:20][C:21]1[CH:22]=[C:23](B(O)O)[CH:24]=[CH:25][CH:26]=1.C([O-])([O-])=O.[Na+].[Na+].CO.C(Cl)Cl. (7) Given the product [CH3:5][C:6]1[CH:7]=[C:8]([CH:12]=[CH:13][N:14]=1)[C:9]([O:11][CH3:15])=[O:10], predict the reactants needed to synthesize it. The reactants are: S(Cl)(Cl)=O.[CH3:5][C:6]1[CH:7]=[C:8]([CH:12]=[CH:13][N:14]=1)[C:9]([OH:11])=[O:10].[CH3:15]O. (8) Given the product [CH3:11][O:12][C:13]1[CH:14]=[CH:15][C:16]([O:21][CH2:22][CH2:23][N:24]2[CH2:25][CH2:26][O:27][CH2:28][CH2:29]2)=[C:17]([CH:20]=1)[CH:18]=[C:3]1[C:4]2[C:9](=[CH:8][CH:7]=[CH:6][CH:5]=2)[NH:1][C:2]1=[O:10], predict the reactants needed to synthesize it. The reactants are: [NH:1]1[C:9]2[C:4](=[CH:5][CH:6]=[CH:7][CH:8]=2)[CH2:3][C:2]1=[O:10].[CH3:11][O:12][C:13]1[CH:14]=[CH:15][C:16]([O:21][CH2:22][CH2:23][N:24]2[CH2:29][CH2:28][O:27][CH2:26][CH2:25]2)=[C:17]([CH:20]=1)[CH:18]=O.N1CCCCC1.